This data is from Reaction yield outcomes from USPTO patents with 853,638 reactions. The task is: Predict the reaction yield, written as a fraction of the theoretical maximum amount of product (1.0 means a 100% yield; for example, 0.34 means a 34% yield). The reactants are [CH2:1]([C:3]1[C:8]([O:9]COC)=[CH:7][C:6]([O:13]COC)=[C:5]([C:17]2[CH:22]=[CH:21][CH:20]=[CH:19][CH:18]=2)[C:4]=1[CH2:23][CH2:24][C:25]1[O:29][CH:28]=[N:27][C:26]=1[CH2:30][OH:31])[CH3:2].O1CCOCC1.Cl.[OH-].[Na+]. The catalyst is CO. The product is [CH2:1]([C:3]1[C:8]([OH:9])=[CH:7][C:6]([OH:13])=[C:5]([C:17]2[CH:18]=[CH:19][CH:20]=[CH:21][CH:22]=2)[C:4]=1[CH2:23][CH2:24][C:25]1[O:29][CH:28]=[N:27][C:26]=1[CH2:30][OH:31])[CH3:2]. The yield is 0.390.